Dataset: Full USPTO retrosynthesis dataset with 1.9M reactions from patents (1976-2016). Task: Predict the reactants needed to synthesize the given product. Given the product [I:5][C:6]1[N:7]=[C:8]2[C:14]3[CH:15]=[CH:16][C:17]([C:19]([O:21][CH3:22])=[O:20])=[CH:18][C:13]=3[O:12][CH2:11][CH2:10][N:9]2[CH:23]=1, predict the reactants needed to synthesize it. The reactants are: C([Mg]Br)C.[I:5][C:6]1[N:7]=[C:8]2[C:14]3[CH:15]=[CH:16][C:17]([C:19]([O:21][CH3:22])=[O:20])=[CH:18][C:13]=3[O:12][CH2:11][CH2:10][N:9]2[C:23]=1I.[NH4+].[Cl-].